Binary Classification. Given a T-cell receptor sequence (or CDR3 region) and an epitope sequence, predict whether binding occurs between them. From a dataset of TCR-epitope binding with 47,182 pairs between 192 epitopes and 23,139 TCRs. (1) The epitope is LPRRSGAAGA. The TCR CDR3 sequence is CASSYSGSSAYEQYF. Result: 0 (the TCR does not bind to the epitope). (2) Result: 1 (the TCR binds to the epitope). The epitope is PROT_97E67BCC. The TCR CDR3 sequence is CASSDAASGVGEQYF.